From a dataset of NCI-60 drug combinations with 297,098 pairs across 59 cell lines. Regression. Given two drug SMILES strings and cell line genomic features, predict the synergy score measuring deviation from expected non-interaction effect. Synergy scores: CSS=34.1, Synergy_ZIP=-2.35, Synergy_Bliss=0.744, Synergy_Loewe=-14.8, Synergy_HSA=1.47. Drug 2: N.N.Cl[Pt+2]Cl. Drug 1: C1CC(C1)(C(=O)O)C(=O)O.[NH2-].[NH2-].[Pt+2]. Cell line: HOP-62.